Dataset: Forward reaction prediction with 1.9M reactions from USPTO patents (1976-2016). Task: Predict the product of the given reaction. (1) Given the reactants I[C:2]1[C:10]2[C:5](=[N:6][CH:7]=[C:8]([C:11]3[CH:12]=[CH:13][C:14]([O:22][CH3:23])=[C:15]([NH:17][S:18]([CH3:21])(=[O:20])=[O:19])[CH:16]=3)[CH:9]=2)[N:4]([S:24]([C:27]2[CH:33]=[CH:32][C:30]([CH3:31])=[CH:29][CH:28]=2)(=[O:26])=[O:25])[CH:3]=1.[CH2:34]([N:42]1[CH:46]=[C:45](B2OC(C)(C)C(C)(C)O2)[CH:44]=[N:43]1)[CH2:35][C:36]1[CH:41]=[CH:40][CH:39]=[CH:38][CH:37]=1.C(=O)([O-])[O-].[Na+].[Na+], predict the reaction product. The product is: [CH3:23][O:22][C:14]1[CH:13]=[CH:12][C:11]([C:8]2[CH:9]=[C:10]3[C:2]([C:45]4[CH:44]=[N:43][N:42]([CH2:34][CH2:35][C:36]5[CH:41]=[CH:40][CH:39]=[CH:38][CH:37]=5)[CH:46]=4)=[CH:3][N:4]([S:24]([C:27]4[CH:28]=[CH:29][C:30]([CH3:31])=[CH:32][CH:33]=4)(=[O:26])=[O:25])[C:5]3=[N:6][CH:7]=2)=[CH:16][C:15]=1[NH:17][S:18]([CH3:21])(=[O:20])=[O:19]. (2) Given the reactants [CH3:1][C:2]1[C:6]([CH2:7][N:8]2[CH:12]=[C:11]([N:13]3[C:17](=[O:18])[CH2:16][NH:15][C:14]3=[O:19])[CH:10]=[N:9]2)=[C:5]([CH3:20])[O:4][N:3]=1.Br[CH2:22][C:23]1[CH:28]=[CH:27][C:26]([CH3:29])=[CH:25][CH:24]=1, predict the reaction product. The product is: [CH3:1][C:2]1[C:6]([CH2:7][N:8]2[CH:12]=[C:11]([N:13]3[C:17](=[O:18])[CH2:16][N:15]([CH2:22][C:23]4[CH:28]=[CH:27][C:26]([CH3:29])=[CH:25][CH:24]=4)[C:14]3=[O:19])[CH:10]=[N:9]2)=[C:5]([CH3:20])[O:4][N:3]=1.